From a dataset of Forward reaction prediction with 1.9M reactions from USPTO patents (1976-2016). Predict the product of the given reaction. (1) Given the reactants C([O:8][C:9]1[C:14]([C:15]2[CH:20]=[CH:19][C:18]([S:21][CH3:22])=[CH:17][CH:16]=2)=[CH:13][C:12]([Cl:23])=[CH:11][N:10]=1)C1C=CC=CC=1.CSC1C=CC(B(O)O)=CC=1.C(=O)([O-])[O-].[Na+].[Na+], predict the reaction product. The product is: [Cl:23][C:12]1[CH:13]=[C:14]([C:15]2[CH:20]=[CH:19][C:18]([S:21][CH3:22])=[CH:17][CH:16]=2)[C:9]([OH:8])=[N:10][CH:11]=1. (2) The product is: [F:19][C:20]1[CH:21]=[C:22]([CH:33]=[C:34]([F:36])[CH:35]=1)[CH2:23][NH:24][C:25](=[O:32])[C:26]([F:31])([CH3:30])[C:27]([NH:1][CH:2]1[C:8](=[O:9])[N:7]([CH3:10])[C:6]2[CH:11]=[CH:12][CH:13]=[CH:14][C:5]=2[C:4]2[CH:15]=[CH:16][CH:17]=[CH:18][C:3]1=2)=[O:28]. Given the reactants [NH2:1][CH:2]1[C:8](=[O:9])[N:7]([CH3:10])[C:6]2[CH:11]=[CH:12][CH:13]=[CH:14][C:5]=2[C:4]2[CH:15]=[CH:16][CH:17]=[CH:18][C:3]1=2.[F:19][C:20]1[CH:21]=[C:22]([CH:33]=[C:34]([F:36])[CH:35]=1)[CH2:23][NH:24][C:25](=[O:32])[C:26]([F:31])([CH3:30])[C:27](O)=[O:28], predict the reaction product.